Dataset: Reaction yield outcomes from USPTO patents with 853,638 reactions. Task: Predict the reaction yield, written as a fraction of the theoretical maximum amount of product (1.0 means a 100% yield; for example, 0.34 means a 34% yield). (1) The reactants are [C:1](/[CH:3]=[CH:4]/[S:5]([C:8]1[CH:13]=[CH:12][C:11]([C:14]([CH3:19])([CH3:18])[C:15]([OH:17])=O)=[CH:10][CH:9]=1)(=[O:7])=[O:6])#[N:2].[CH:20]1([C:26]([NH:28][NH2:29])=[O:27])[CH2:25][CH2:24][CH2:23][CH2:22][CH2:21]1.Cl.CN(C)CCCN=C=NCC.ON1C2C=CC=CC=2N=N1. The catalyst is C(#N)C.CS(C)=O. The product is [C:1](/[CH:3]=[CH:4]/[S:5]([C:8]1[CH:9]=[CH:10][C:11]([C:14]([CH3:19])([CH3:18])[C:15]([NH:29][NH:28][C:26]([CH:20]2[CH2:25][CH2:24][CH2:23][CH2:22][CH2:21]2)=[O:27])=[O:17])=[CH:12][CH:13]=1)(=[O:6])=[O:7])#[N:2]. The yield is 0.570. (2) The product is [CH3:39][O:40][C:2]1[CH:7]=[CH:6][C:5]([C:14]2[C:13]([C:20]3[CH:25]=[CH:24][CH:23]=[CH:22][CH:21]=3)=[CH:12][C:11]([O:10][CH3:9])=[CH:16][CH:15]=2)=[CH:4][CH:3]=1. The catalyst is O.C(COC)OC. The yield is 0.800. The reactants are Br[C:2]1[CH:7]=[CH:6][CH:5]=[CH:4][C:3]=1Br.[CH3:9][O:10][C:11]1[CH:16]=[CH:15][C:14](B(O)O)=[CH:13][CH:12]=1.[C:20]1(P([C:20]2[CH:25]=[CH:24][CH:23]=[CH:22][CH:21]=2)[C:20]2[CH:25]=[CH:24][CH:23]=[CH:22][CH:21]=2)[CH:25]=[CH:24][CH:23]=[CH:22][CH:21]=1.[C:39](=O)([O-])[O-:40].[K+].[K+]. (3) The reactants are [Cl:1][C:2]1[CH:7]=[C:6]([N+:8]([O-])=O)[CH:5]=[CH:4][C:3]=1[C:11]#[C:12][C:13]1[CH:18]=[CH:17][CH:16]=[CH:15][CH:14]=1.[Cl-].[NH4+].O. The catalyst is CO.[Fe]. The product is [Cl:1][C:2]1[CH:7]=[C:6]([CH:5]=[CH:4][C:3]=1[C:11]#[C:12][C:13]1[CH:14]=[CH:15][CH:16]=[CH:17][CH:18]=1)[NH2:8]. The yield is 0.910.